This data is from Forward reaction prediction with 1.9M reactions from USPTO patents (1976-2016). The task is: Predict the product of the given reaction. (1) Given the reactants [F:1][C:2]1[C:11]2[C:6](=[CH:7][CH:8]=[CH:9][CH:10]=2)[C:5]([C:12]([OH:14])=O)=[CH:4][CH:3]=1.[CH2:15]([O:17][C:18]([C:20]1([NH2:29])[CH2:28][C:27]2[C:22](=[CH:23][CH:24]=[CH:25][CH:26]=2)[CH2:21]1)=[O:19])[CH3:16].CN(C(ON1N=NC2C=CC=NC1=2)=[N+](C)C)C.F[P-](F)(F)(F)(F)F.CCN(C(C)C)C(C)C, predict the reaction product. The product is: [CH2:15]([O:17][C:18]([C:20]1([NH:29][C:12]([C:5]2[C:6]3[C:11](=[CH:10][CH:9]=[CH:8][CH:7]=3)[C:2]([F:1])=[CH:3][CH:4]=2)=[O:14])[CH2:28][C:27]2[C:22](=[CH:23][CH:24]=[CH:25][CH:26]=2)[CH2:21]1)=[O:19])[CH3:16]. (2) Given the reactants FC(F)(F)S(O[C:7]1[CH:12]=[CH:11][C:10]([C:13]2[C:18]([CH3:19])=[N:17][C:16]([CH3:20])=[C:15]([C:21](=[O:23])[NH2:22])[N:14]=2)=[CH:9][C:8]=1[F:24])(=O)=O.[Cl:27][C:28]1[CH:29]=[C:30]([CH2:43][C:44]([O:46][CH3:47])=[O:45])[CH:31]=[CH:32][C:33]=1B1OC(C)(C)C(C)(C)O1.P([O-])([O-])([O-])=O.[K+].[K+].[K+].[Cl-].[Li+], predict the reaction product. The product is: [C:21]([C:15]1[N:14]=[C:13]([C:10]2[CH:11]=[CH:12][C:7]([C:33]3[CH:32]=[CH:31][C:30]([CH2:43][C:44]([O:46][CH3:47])=[O:45])=[CH:29][C:28]=3[Cl:27])=[C:8]([F:24])[CH:9]=2)[C:18]([CH3:19])=[N:17][C:16]=1[CH3:20])(=[O:23])[NH2:22]. (3) The product is: [O:40]1[C:39]2[CH:43]=[CH:44][C:36](/[CH:34]=[CH:35]/[C:6]3[C:5]4[C:9](=[CH:10][C:2]([F:1])=[C:3]([N+:31]([O-:33])=[O:32])[CH:4]=4)[N:8]([C:11]([C:12]4[CH:17]=[CH:16][CH:15]=[CH:14][CH:13]=4)([C:18]4[CH:19]=[CH:20][CH:21]=[CH:22][CH:23]=4)[C:24]4[CH:25]=[CH:26][CH:27]=[CH:28][CH:29]=4)[N:7]=3)=[CH:37][C:38]=2[O:42][CH2:41]1. Given the reactants [F:1][C:2]1[CH:10]=[C:9]2[C:5]([C:6](I)=[N:7][N:8]2[C:11]([C:24]2[CH:29]=[CH:28][CH:27]=[CH:26][CH:25]=2)([C:18]2[CH:23]=[CH:22][CH:21]=[CH:20][CH:19]=2)[C:12]2[CH:17]=[CH:16][CH:15]=[CH:14][CH:13]=2)=[CH:4][C:3]=1[N+:31]([O-:33])=[O:32].[CH:34]([C:36]1[CH:44]=[CH:43][C:39]2[O:40][CH2:41][O:42][C:38]=2[CH:37]=1)=[CH2:35].C(P(C(C)(C)C)C1C=CC=CC=1C1C=CC=CC=1)(C)(C)C.C(N(CC)CC)C, predict the reaction product. (4) Given the reactants Br[C:2]1[CH:3]=[CH:4][C:5]2[N:6]([N:8]=[C:9]([NH:11][C:12](=[O:19])[C:13]3[CH:18]=[CH:17][CH:16]=[N:15][CH:14]=3)[N:10]=2)[CH:7]=1.[NH2:20][C:21]1[CH:22]=[C:23](B(O)O)[CH:24]=[CH:25][CH:26]=1, predict the reaction product. The product is: [NH2:20][C:21]1[CH:26]=[C:25]([C:2]2[CH:3]=[CH:4][C:5]3[N:6]([N:8]=[C:9]([NH:11][C:12](=[O:19])[C:13]4[CH:18]=[CH:17][CH:16]=[N:15][CH:14]=4)[N:10]=3)[CH:7]=2)[CH:24]=[CH:23][CH:22]=1.